From a dataset of NCI-60 drug combinations with 297,098 pairs across 59 cell lines. Regression. Given two drug SMILES strings and cell line genomic features, predict the synergy score measuring deviation from expected non-interaction effect. (1) Drug 1: C(CCl)NC(=O)N(CCCl)N=O. Drug 2: CC1C(C(CC(O1)OC2CC(CC3=C2C(=C4C(=C3O)C(=O)C5=CC=CC=C5C4=O)O)(C(=O)C)O)N)O. Cell line: SK-MEL-5. Synergy scores: CSS=53.6, Synergy_ZIP=-1.89, Synergy_Bliss=0.389, Synergy_Loewe=-41.2, Synergy_HSA=2.28. (2) Drug 1: CNC(=O)C1=CC=CC=C1SC2=CC3=C(C=C2)C(=NN3)C=CC4=CC=CC=N4. Drug 2: C1=CC(=CC=C1CCC2=CNC3=C2C(=O)NC(=N3)N)C(=O)NC(CCC(=O)O)C(=O)O. Cell line: SK-MEL-28. Synergy scores: CSS=14.3, Synergy_ZIP=-0.493, Synergy_Bliss=5.90, Synergy_Loewe=-0.832, Synergy_HSA=2.75. (3) Drug 1: C1=CC(=C2C(=C1NCCNCCO)C(=O)C3=C(C=CC(=C3C2=O)O)O)NCCNCCO. Drug 2: C1=C(C(=O)NC(=O)N1)N(CCCl)CCCl. Cell line: 786-0. Synergy scores: CSS=75.3, Synergy_ZIP=2.82, Synergy_Bliss=2.49, Synergy_Loewe=-1.86, Synergy_HSA=5.36.